Dataset: NCI-60 drug combinations with 297,098 pairs across 59 cell lines. Task: Regression. Given two drug SMILES strings and cell line genomic features, predict the synergy score measuring deviation from expected non-interaction effect. (1) Drug 1: CCC1=CC2CC(C3=C(CN(C2)C1)C4=CC=CC=C4N3)(C5=C(C=C6C(=C5)C78CCN9C7C(C=CC9)(C(C(C8N6C)(C(=O)OC)O)OC(=O)C)CC)OC)C(=O)OC.C(C(C(=O)O)O)(C(=O)O)O. Drug 2: COC1=CC(=CC(=C1O)OC)C2C3C(COC3=O)C(C4=CC5=C(C=C24)OCO5)OC6C(C(C7C(O6)COC(O7)C8=CC=CS8)O)O. Cell line: SN12C. Synergy scores: CSS=50.0, Synergy_ZIP=-6.30, Synergy_Bliss=-4.74, Synergy_Loewe=-5.34, Synergy_HSA=0.795. (2) Drug 1: COC1=C2C(=CC3=C1OC=C3)C=CC(=O)O2. Drug 2: CC(C)CN1C=NC2=C1C3=CC=CC=C3N=C2N. Cell line: SK-OV-3. Synergy scores: CSS=0.388, Synergy_ZIP=2.00, Synergy_Bliss=2.29, Synergy_Loewe=-3.08, Synergy_HSA=-1.29. (3) Drug 1: CCCCCOC(=O)NC1=NC(=O)N(C=C1F)C2C(C(C(O2)C)O)O. Drug 2: N.N.Cl[Pt+2]Cl. Cell line: MCF7. Synergy scores: CSS=24.2, Synergy_ZIP=-6.64, Synergy_Bliss=-0.688, Synergy_Loewe=-6.97, Synergy_HSA=0.638. (4) Drug 1: CC1=C2C(C(=O)C3(C(CC4C(C3C(C(C2(C)C)(CC1OC(=O)C(C(C5=CC=CC=C5)NC(=O)C6=CC=CC=C6)O)O)OC(=O)C7=CC=CC=C7)(CO4)OC(=O)C)O)C)OC(=O)C. Drug 2: C1C(C(OC1N2C=NC(=NC2=O)N)CO)O. Cell line: SK-MEL-28. Synergy scores: CSS=8.51, Synergy_ZIP=-4.90, Synergy_Bliss=1.76, Synergy_Loewe=-9.95, Synergy_HSA=-0.411. (5) Drug 1: C1=CC=C(C(=C1)C(C2=CC=C(C=C2)Cl)C(Cl)Cl)Cl. Drug 2: C1CC(=O)NC(=O)C1N2C(=O)C3=CC=CC=C3C2=O. Synergy scores: CSS=4.52, Synergy_ZIP=0.584, Synergy_Bliss=-1.48, Synergy_Loewe=-0.992, Synergy_HSA=-3.28. Cell line: CCRF-CEM. (6) Drug 1: CC1C(C(=O)NC(C(=O)N2CCCC2C(=O)N(CC(=O)N(C(C(=O)O1)C(C)C)C)C)C(C)C)NC(=O)C3=C4C(=C(C=C3)C)OC5=C(C(=O)C(=C(C5=N4)C(=O)NC6C(OC(=O)C(N(C(=O)CN(C(=O)C7CCCN7C(=O)C(NC6=O)C(C)C)C)C)C(C)C)C)N)C. Drug 2: CC1C(C(CC(O1)OC2CC(OC(C2O)C)OC3=CC4=CC5=C(C(=O)C(C(C5)C(C(=O)C(C(C)O)O)OC)OC6CC(C(C(O6)C)O)OC7CC(C(C(O7)C)O)OC8CC(C(C(O8)C)O)(C)O)C(=C4C(=C3C)O)O)O)O. Cell line: SW-620. Synergy scores: CSS=56.4, Synergy_ZIP=2.54, Synergy_Bliss=5.71, Synergy_Loewe=4.50, Synergy_HSA=4.24.